From a dataset of Catalyst prediction with 721,799 reactions and 888 catalyst types from USPTO. Predict which catalyst facilitates the given reaction. (1) Reactant: O[C:2]1([CH2:26][O:27][CH3:28])[CH2:7][CH2:6][N:5]([C:8]2[CH:13]=[CH:12][C:11]([N:14]3[CH2:18][C@H:17]([CH2:19][NH:20][C:21](=[O:23])[CH3:22])[O:16][C:15]3=[O:24])=[CH:10][C:9]=2[F:25])[CH2:4][CH2:3]1.CCN(S(F)(F)[F:35])CC. Product: [F:35][C:2]1([CH2:26][O:27][CH3:28])[CH2:7][CH2:6][N:5]([C:8]2[CH:13]=[CH:12][C:11]([N:14]3[CH2:18][C@H:17]([CH2:19][NH:20][C:21](=[O:23])[CH3:22])[O:16][C:15]3=[O:24])=[CH:10][C:9]=2[F:25])[CH2:4][CH2:3]1. The catalyst class is: 4. (2) Reactant: [CH:1]([C:3]1[C:4]([O:14][CH2:15][C:16]2[CH:40]=[CH:39][C:19]([O:20][CH2:21][C:22]3[N:23]=[C:24]([N:28]4[CH2:33][CH2:32][CH:31]([C:34]([O:36][CH2:37][CH3:38])=[O:35])[CH2:30][CH2:29]4)[S:25][C:26]=3[CH3:27])=[C:18]([O:41][CH3:42])[CH:17]=2)=[N:5][N:6]([C:8]2[CH:13]=[CH:12][CH:11]=[CH:10][CH:9]=2)[CH:7]=1)=O.[CH2:43](P(=O)(OCC)OCC)[P:44](=[O:51])([O:48][CH2:49][CH3:50])[O:45][CH2:46][CH3:47].CN(C)C=O.[H-].[Na+]. Product: [CH2:46]([O:45][P:44](/[CH:43]=[CH:1]/[C:3]1[C:4]([O:14][CH2:15][C:16]2[CH:40]=[CH:39][C:19]([O:20][CH2:21][C:22]3[N:23]=[C:24]([N:28]4[CH2:29][CH2:30][CH:31]([C:34]([O:36][CH2:37][CH3:38])=[O:35])[CH2:32][CH2:33]4)[S:25][C:26]=3[CH3:27])=[C:18]([O:41][CH3:42])[CH:17]=2)=[N:5][N:6]([C:8]2[CH:9]=[CH:10][CH:11]=[CH:12][CH:13]=2)[CH:7]=1)([O:48][CH2:49][CH3:50])=[O:51])[CH3:47]. The catalyst class is: 6. (3) Reactant: Cl.Cl.[CH3:3][O:4][C:5]1[CH:10]=[CH:9][C:8]([N:11]2[CH2:16][CH2:15][NH:14][CH2:13][CH2:12]2)=[CH:7][CH:6]=1.[OH-].[Na+].C(N(C(C)C)CC)(C)C.Cl[C:29]1[CH:45]=[CH:44][C:32]([C:33]([NH:35][C:36]2[CH:41]=[CH:40][C:39]([CH3:42])=[C:38]([I:43])[CH:37]=2)=[O:34])=[CH:31][N:30]=1.Cl.COC1C=CC(N2CCNCC2)=CC=1. Product: [I:43][C:38]1[CH:37]=[C:36]([NH:35][C:33](=[O:34])[C:32]2[CH:44]=[CH:45][C:29]([N:14]3[CH2:15][CH2:16][N:11]([C:8]4[CH:7]=[CH:6][C:5]([O:4][CH3:3])=[CH:10][CH:9]=4)[CH2:12][CH2:13]3)=[N:30][CH:31]=2)[CH:41]=[CH:40][C:39]=1[CH3:42]. The catalyst class is: 79. (4) Reactant: Cl[C:2]1[C:11]2[CH:10]=[N:9][C:8]([S:12][CH3:13])=[N:7][C:6]=2[C:5]([C:14]2[C:22]3[C:17](=[CH:18][C:19]([C:23]([F:26])([F:25])[F:24])=[CH:20][CH:21]=3)[N:16]([S:27]([C:30]3[CH:35]=[CH:34][C:33]([CH3:36])=[CH:32][CH:31]=3)(=[O:29])=[O:28])[CH:15]=2)=[CH:4][N:3]=1.[CH3:37]B1OB(C)OB(C)O1.C1COCC1.C1(P(C2CCCCC2)C2C=CC=CC=2C2C(OC)=CC=CC=2OC)CCCCC1.[F-].[Cs+]. Product: [CH3:37][C:2]1[C:11]2[CH:10]=[N:9][C:8]([S:12][CH3:13])=[N:7][C:6]=2[C:5]([C:14]2[C:22]3[C:17](=[CH:18][C:19]([C:23]([F:26])([F:25])[F:24])=[CH:20][CH:21]=3)[N:16]([S:27]([C:30]3[CH:35]=[CH:34][C:33]([CH3:36])=[CH:32][CH:31]=3)(=[O:29])=[O:28])[CH:15]=2)=[CH:4][N:3]=1. The catalyst class is: 12. (5) Reactant: [CH3:1][O:2][C:3]1[C:4]([CH2:12][N:13]([CH3:15])[CH3:14])=[C:5]2[C:9](=[CH:10][CH:11]=1)[NH:8][CH:7]=[CH:6]2.Cl.[N:17]1[CH:22]=[CH:21][CH:20]=[C:19]([S:23](Cl)(=[O:25])=[O:24])[CH:18]=1. Product: [CH3:1][O:2][C:3]1[C:4]([CH2:12][N:13]([CH3:14])[CH3:15])=[C:5]2[C:9](=[CH:10][CH:11]=1)[N:8]([S:23]([C:19]1[CH:18]=[N:17][CH:22]=[CH:21][CH:20]=1)(=[O:25])=[O:24])[CH:7]=[CH:6]2. The catalyst class is: 2. (6) Reactant: [Na].[C:2]([C:4]1[CH:5]=[C:6]2[C:11](=[CH:12][C:13]=1[OH:14])[N:10]=[CH:9][CH:8]=[C:7]2[O:15][C:16]1[CH:21]=[CH:20][C:19]([NH:22][C:23]([NH:25][C:26]2[CH:31]=[CH:30][C:29]([F:32])=[CH:28][CH:27]=2)=[O:24])=[C:18]([F:33])[CH:17]=1)#[N:3].C(=O)([O-])[O-].[K+].[K+].Cl[CH2:41][CH2:42][CH2:43][N:44]([CH2:47][CH3:48])[CH2:45][CH3:46].O. Product: [C:2]([C:4]1[CH:5]=[C:6]2[C:11](=[CH:12][C:13]=1[O:14][CH2:41][CH2:42][CH2:43][N:44]([CH2:47][CH3:48])[CH2:45][CH3:46])[N:10]=[CH:9][CH:8]=[C:7]2[O:15][C:16]1[CH:21]=[CH:20][C:19]([NH:22][C:23]([NH:25][C:26]2[CH:31]=[CH:30][C:29]([F:32])=[CH:28][CH:27]=2)=[O:24])=[C:18]([F:33])[CH:17]=1)#[N:3]. The catalyst class is: 9. (7) Reactant: [C:1]([O-])([O-])=O.[Cs+].[Cs+].Br[C:8]1[CH:9]=[C:10]2[CH:16]=[C:15]([C:17]3[CH:22]=[CH:21][C:20]([F:23])=[CH:19][CH:18]=3)[O:14][C:11]2=[N:12][CH:13]=1.[CH3:24][C:25]1[CH:33]=[CH:32][C:28]([C:29]([OH:31])=[O:30])=[CH:27][C:26]=1B1OC(C)(C)C(C)(C)O1.[Si](C=[N+]=[N-])(C)(C)C. Product: [F:23][C:20]1[CH:21]=[CH:22][C:17]([C:15]2[O:14][C:11]3=[N:12][CH:13]=[C:8]([C:26]4[CH:27]=[C:28]([CH:32]=[CH:33][C:25]=4[CH3:24])[C:29]([O:31][CH3:1])=[O:30])[CH:9]=[C:10]3[CH:16]=2)=[CH:18][CH:19]=1. The catalyst class is: 667. (8) Reactant: Cl[C:2]1[C:11]2=[N:12][N:13](CC3C=CC(OC)=CC=3)[CH:14]=[C:10]2[C:9]2[CH:8]=[C:7]([O:24][CH3:25])[CH:6]=[CH:5][C:4]=2[N:3]=1.[NH2:26][C:27]1[CH:36]=[C:35]2[C:30]([CH2:31][CH2:32][C:33](=[O:37])[NH:34]2)=[CH:29][CH:28]=1.Cl. Product: [CH3:25][O:24][C:7]1[CH:6]=[CH:5][C:4]2[N:3]=[C:2]([NH:26][C:27]3[CH:36]=[C:35]4[C:30]([CH2:31][CH2:32][C:33](=[O:37])[NH:34]4)=[CH:29][CH:28]=3)[C:11]3=[N:12][NH:13][CH:14]=[C:10]3[C:9]=2[CH:8]=1. The catalyst class is: 71. (9) Reactant: [N:1]1([CH:14]([CH2:17][CH3:18])[CH2:15][OH:16])[C:13]2[C:12]3[CH:11]=[CH:10][CH:9]=[CH:8][C:7]=3[N:6]=[CH:5][C:4]=2[N:3]=[CH:2]1.[H-].[Na+].I[CH2:22][CH2:23][CH:24]1[CH2:29][CH2:28][N:27]([C:30]([O:32][C:33]([CH3:36])([CH3:35])[CH3:34])=[O:31])[CH2:26][CH2:25]1.[Cl-].[NH4+]. Product: [N:1]1([CH:14]([CH2:17][CH3:18])[CH2:15][O:16][CH2:22][CH2:23][CH:24]2[CH2:25][CH2:26][N:27]([C:30]([O:32][C:33]([CH3:34])([CH3:36])[CH3:35])=[O:31])[CH2:28][CH2:29]2)[C:13]2[C:12]3[CH:11]=[CH:10][CH:9]=[CH:8][C:7]=3[N:6]=[CH:5][C:4]=2[N:3]=[CH:2]1. The catalyst class is: 9.